The task is: Predict which catalyst facilitates the given reaction.. This data is from Catalyst prediction with 721,799 reactions and 888 catalyst types from USPTO. (1) Reactant: O[C@H:2]([C:4]1[CH:13]=[CH:12][C:7]([C:8]([O:10][CH3:11])=[O:9])=[CH:6][CH:5]=1)[CH3:3].C1C=CC(P([N:28]=[N+:29]=[N-:30])(C2C=CC=CC=2)=O)=CC=1.C1CCN2C(=NCCC2)CC1. Product: [N:28]([C@@H:2]([C:4]1[CH:13]=[CH:12][C:7]([C:8]([O:10][CH3:11])=[O:9])=[CH:6][CH:5]=1)[CH3:3])=[N+:29]=[N-:30]. The catalyst class is: 260. (2) Reactant: C([O:3][C:4]([C:6]1[N:7]([CH2:15][C:16](=[O:25])[NH:17][C:18]2[CH:23]=[CH:22][C:21]([Cl:24])=[CH:20][CH:19]=2)[C:8]2[C:13]([CH:14]=1)=[CH:12][CH:11]=[CH:10][CH:9]=2)=[O:5])C.[OH-].[K+].Cl. Product: [Cl:24][C:21]1[CH:20]=[CH:19][C:18]([NH:17][C:16]([CH2:15][N:7]2[C:8]3[C:13](=[CH:12][CH:11]=[CH:10][CH:9]=3)[CH:14]=[C:6]2[C:4]([OH:5])=[O:3])=[O:25])=[CH:23][CH:22]=1. The catalyst class is: 7. (3) Reactant: [CH3:1][C:2]([CH3:19])([CH2:7][CH2:8][CH2:9][CH2:10][CH2:11][CH2:12][CH2:13][CH2:14][CH2:15][CH2:16][CH2:17][CH3:18])[C:3]([O:5]C)=[O:4].[OH-].[Na+].Cl.C(OCC)(=O)C. Product: [CH3:1][C:2]([CH3:19])([CH2:7][CH2:8][CH2:9][CH2:10][CH2:11][CH2:12][CH2:13][CH2:14][CH2:15][CH2:16][CH2:17][CH3:18])[C:3]([OH:5])=[O:4]. The catalyst class is: 8. (4) Reactant: I[C:2]1[CH:15]=[CH:14][C:5]([NH:6][C:7](=[O:13])[O:8][C:9]([CH3:12])([CH3:11])[CH3:10])=[C:4]([CH3:16])[CH:3]=1.C([Li])CCC.[Br:22][C:23]1[CH:28]=[CH:27][C:26]([C:29](=[O:34])[C:30]([F:33])([F:32])[F:31])=[C:25]([O:35][CH:36]([F:38])[F:37])[CH:24]=1.[Cl-].[NH4+]. The catalyst class is: 310. Product: [Br:22][C:23]1[CH:28]=[CH:27][C:26]([C:29]([C:2]2[CH:15]=[CH:14][C:5]([NH:6][C:7](=[O:13])[O:8][C:9]([CH3:12])([CH3:11])[CH3:10])=[C:4]([CH3:16])[CH:3]=2)([OH:34])[C:30]([F:33])([F:32])[F:31])=[C:25]([O:35][CH:36]([F:37])[F:38])[CH:24]=1. (5) Reactant: [NH2:1][C:2]1[N:7]([C:8]2[CH:13]=[CH:12][CH:11]=[C:10]([CH2:14][CH3:15])[CH:9]=2)[C:6](=[S:16])[NH:5][C:4](=[O:17])[CH:3]=1.[N:18]([O-])=[O:19].[Na+]. Product: [NH2:1][C:2]1[N:7]([C:8]2[CH:13]=[CH:12][CH:11]=[C:10]([CH2:14][CH3:15])[CH:9]=2)[C:6](=[S:16])[NH:5][C:4](=[O:17])[C:3]=1[N:18]=[O:19]. The catalyst class is: 86. (6) Reactant: [CH:1]([O:4][C:5]1[CH:21]=[CH:20][C:8]([C:9]([C:11]2[CH:16]=[CH:15][C:14]([N+:17]([O-])=O)=[CH:13][CH:12]=2)=O)=[CH:7][CH:6]=1)([CH3:3])[CH3:2].Cl. Product: [CH:1]([O:4][C:5]1[CH:21]=[CH:20][C:8]([CH2:9][C:11]2[CH:12]=[CH:13][C:14]([NH2:17])=[CH:15][CH:16]=2)=[CH:7][CH:6]=1)([CH3:3])[CH3:2]. The catalyst class is: 63. (7) Reactant: [CH2:1]([N:4]([C:6]#[N:7])[NH2:5])[C:2]#[CH:3].[N-:8]=[N+:9]=[N-:10].[Na+].[Cl-].[NH4+]. Product: [CH2:1]([N:4]([C:6]1[NH:10][N:9]=[N:8][N:7]=1)[NH2:5])[C:2]#[CH:3]. The catalyst class is: 9.